From a dataset of Full USPTO retrosynthesis dataset with 1.9M reactions from patents (1976-2016). Predict the reactants needed to synthesize the given product. (1) Given the product [C:2]1(=[O:1])[CH2:13][CH2:12][CH2:11][CH2:10][CH2:9][CH2:8][CH2:7][CH2:6][CH2:5][CH2:4][CH2:3]1, predict the reactants needed to synthesize it. The reactants are: [O:1]1[CH:3]2[CH2:4][CH2:5][CH2:6][CH2:7][CH2:8][CH2:9][CH2:10][CH2:11][CH2:12][CH2:13][CH:2]12.[Li+].[Br-]. (2) Given the product [OH:6][C:4]1[C:3]([C:9]#[N:10])=[C:2]([C:11]([F:12])([F:13])[F:14])[N:24]=[C:22]([C:21]2[CH:20]=[CH:19][C:18]([N+:15]([O-:17])=[O:16])=[CH:26][CH:25]=2)[N:23]=1, predict the reactants needed to synthesize it. The reactants are: Cl[C:2]([C:11]([F:14])([F:13])[F:12])=[C:3]([C:9]#[N:10])[C:4]([O:6]CC)=O.[N+:15]([C:18]1[CH:26]=[CH:25][C:21]([C:22](=[NH:24])[NH2:23])=[CH:20][CH:19]=1)([O-:17])=[O:16].Cl.